This data is from NCI-60 drug combinations with 297,098 pairs across 59 cell lines. The task is: Regression. Given two drug SMILES strings and cell line genomic features, predict the synergy score measuring deviation from expected non-interaction effect. (1) Drug 1: CCC1(CC2CC(C3=C(CCN(C2)C1)C4=CC=CC=C4N3)(C5=C(C=C6C(=C5)C78CCN9C7C(C=CC9)(C(C(C8N6C=O)(C(=O)OC)O)OC(=O)C)CC)OC)C(=O)OC)O.OS(=O)(=O)O. Drug 2: C1CC(=O)NC(=O)C1N2C(=O)C3=CC=CC=C3C2=O. Cell line: PC-3. Synergy scores: CSS=15.2, Synergy_ZIP=-1.72, Synergy_Bliss=1.26, Synergy_Loewe=-12.6, Synergy_HSA=1.11. (2) Drug 1: CC(C1=C(C=CC(=C1Cl)F)Cl)OC2=C(N=CC(=C2)C3=CN(N=C3)C4CCNCC4)N. Drug 2: CC1=C(N=C(N=C1N)C(CC(=O)N)NCC(C(=O)N)N)C(=O)NC(C(C2=CN=CN2)OC3C(C(C(C(O3)CO)O)O)OC4C(C(C(C(O4)CO)O)OC(=O)N)O)C(=O)NC(C)C(C(C)C(=O)NC(C(C)O)C(=O)NCCC5=NC(=CS5)C6=NC(=CS6)C(=O)NCCC[S+](C)C)O. Cell line: NCI-H460. Synergy scores: CSS=18.7, Synergy_ZIP=-8.89, Synergy_Bliss=-8.19, Synergy_Loewe=-15.0, Synergy_HSA=-6.00. (3) Drug 1: CNC(=O)C1=CC=CC=C1SC2=CC3=C(C=C2)C(=NN3)C=CC4=CC=CC=N4. Drug 2: C1CN(P(=O)(OC1)NCCCl)CCCl. Cell line: NCI-H226. Synergy scores: CSS=-2.39, Synergy_ZIP=0.574, Synergy_Bliss=-2.91, Synergy_Loewe=-15.4, Synergy_HSA=-6.27. (4) Drug 1: CS(=O)(=O)C1=CC(=C(C=C1)C(=O)NC2=CC(=C(C=C2)Cl)C3=CC=CC=N3)Cl. Drug 2: C1=C(C(=O)NC(=O)N1)N(CCCl)CCCl. Cell line: K-562. Synergy scores: CSS=52.2, Synergy_ZIP=1.27, Synergy_Bliss=-0.0244, Synergy_Loewe=-1.43, Synergy_HSA=2.56. (5) Drug 1: COC1=C(C=C2C(=C1)N=CN=C2NC3=CC(=C(C=C3)F)Cl)OCCCN4CCOCC4. Drug 2: CN(CCCl)CCCl.Cl. Cell line: UO-31. Synergy scores: CSS=29.9, Synergy_ZIP=-3.39, Synergy_Bliss=0.882, Synergy_Loewe=-0.458, Synergy_HSA=2.73.